Predict the reactants needed to synthesize the given product. From a dataset of Full USPTO retrosynthesis dataset with 1.9M reactions from patents (1976-2016). (1) Given the product [CH:1]1([C:6]([N:8]2[CH2:9][CH:10]([C:22]3[O:23][N:28]=[C:27]([C:29]4[CH:34]=[CH:33][CH:32]=[CH:31][CH:30]=4)[N:26]=3)[CH2:11][CH:12]([C:14]3[CH:19]=[CH:18][C:17]([CH2:20][CH3:21])=[CH:16][CH:15]=3)[CH2:13]2)=[O:7])[CH2:5][CH2:4][CH2:3][CH2:2]1, predict the reactants needed to synthesize it. The reactants are: [CH:1]1([C:6]([N:8]2[CH2:13][CH:12]([C:14]3[CH:19]=[CH:18][C:17]([CH2:20][CH3:21])=[CH:16][CH:15]=3)[CH2:11][CH:10]([C:22](O)=[O:23])[CH2:9]2)=[O:7])[CH2:5][CH2:4][CH2:3][CH2:2]1.O[NH:26][C:27]([C:29]1[CH:34]=[CH:33][CH:32]=[CH:31][CH:30]=1)=[NH:28]. (2) Given the product [F:1][C:2]1[C:10]([C:11]([F:14])([F:13])[F:12])=[CH:9][CH:8]=[CH:7][C:3]=1[C:4]([N:17]([O:18][CH3:19])[CH3:16])=[O:5], predict the reactants needed to synthesize it. The reactants are: [F:1][C:2]1[C:10]([C:11]([F:14])([F:13])[F:12])=[CH:9][CH:8]=[CH:7][C:3]=1[C:4](O)=[O:5].Cl.[CH3:16][NH:17][O:18][CH3:19].C(Cl)(=O)C(Cl)=O. (3) Given the product [C:1]([C:3]1[CH:4]=[C:5]([C:18]2[S:22][C:21]([C:23]([OH:25])=[O:24])=[CH:20][CH:19]=2)[CH:6]=[CH:7][C:8]=1[S:9][CH2:10][CH:11]([CH3:13])[CH3:12])#[N:2], predict the reactants needed to synthesize it. The reactants are: [C:1]([C:3]1[CH:4]=[C:5](B(O)O)[CH:6]=[CH:7][C:8]=1[S:9][CH2:10][CH:11]([CH3:13])[CH3:12])#[N:2].Br[C:18]1[S:22][C:21]([C:23]([O:25]C)=[O:24])=[CH:20][CH:19]=1. (4) Given the product [N:19]1([CH2:24][CH2:25][O:26][C:27]2[CH:28]=[C:29]3[C:34](=[CH:35][CH:36]=2)[CH:33]=[C:32]([C:2]2[C:10]4[C:5](=[CH:6][CH:7]=[C:8]([C:11]#[N:12])[CH:9]=4)[N:4]([CH:13]4[CH2:18][CH2:17][CH2:16][CH2:15][O:14]4)[N:3]=2)[CH:31]=[CH:30]3)[CH2:23][CH2:22][CH2:21][CH2:20]1, predict the reactants needed to synthesize it. The reactants are: Br[C:2]1[C:10]2[C:5](=[CH:6][CH:7]=[C:8]([C:11]#[N:12])[CH:9]=2)[N:4]([CH:13]2[CH2:18][CH2:17][CH2:16][CH2:15][O:14]2)[N:3]=1.[N:19]1([CH2:24][CH2:25][O:26][C:27]2[CH:28]=[C:29]3[C:34](=[CH:35][CH:36]=2)[CH:33]=[C:32](B(O)O)[CH:31]=[CH:30]3)[CH2:23][CH2:22][CH2:21][CH2:20]1. (5) The reactants are: F[P-](F)(F)(F)(F)F.C[N:9](C)/[CH:10]=[C:11](/[C:16]1[S:17][C:18]([C:21]2[CH:26]=[CH:25][CH:24]=[C:23]([C:27]3[N:32]=[CH:31][CH:30]=[CH:29][N:28]=3)[N:22]=2)=[CH:19][N:20]=1)\[CH:12]=[N+:13](C)C.O.NN. Given the product [NH:13]1[CH:12]=[C:11]([C:16]2[S:17][C:18]([C:21]3[N:22]=[C:23]([C:27]4[N:32]=[CH:31][CH:30]=[CH:29][N:28]=4)[CH:24]=[CH:25][CH:26]=3)=[CH:19][N:20]=2)[CH:10]=[N:9]1, predict the reactants needed to synthesize it.